This data is from Reaction yield outcomes from USPTO patents with 853,638 reactions. The task is: Predict the reaction yield, written as a fraction of the theoretical maximum amount of product (1.0 means a 100% yield; for example, 0.34 means a 34% yield). The reactants are S(=O)(=O)(O)O.COC(C1C=CC2C(=CC=CC=2)C=1C1C2C(C(C3C4C(=CC=CC=4)C=CC=3C(OC)=O)=C3C=1C=CC=C3)=CC=CC=2)=O.C(Cl)(Cl)Cl.[CH:52]1[C:57]2=[C:58]3[C:75](=[CH:76][CH:77]=[C:56]2[CH:55]=[CH:54][CH:53]=1)[C:74](=[O:78])[C:73]1[C:60]2[C:61]4[C:70](=[CH:71][CH:72]=1)[C:69](=[O:79])[C:68]1[C:63](=[C:64]5[CH:83]=[CH:82][CH:81]=[CH:80][C:65]5=[CH:66][CH:67]=1)[C:62]=4[C:84]1[CH:85]=[CH:86][CH:87]=[CH:88][C:89]=1[C:59]3=2. The product is [CH:76]1[C:75]2[C:74](=[O:78])[C:73]3[C:60]4[C:59]([C:58]=2[C:57]2[C:56](=[CH:55][CH:54]=[CH:53][CH:52]=2)[CH:77]=1)=[C:89]1[C:84]2[C:85](=[CH:86][CH:87]=[CH:88]1)[C:69](=[O:79])[C:68]1[CH:67]=[CH:66][C:65]5[C:64]([C:63]=1[C:62]=2[C:61]=4[CH:70]=[CH:71][CH:72]=3)=[CH:83][CH:82]=[CH:81][CH:80]=5. The yield is 0.280. The catalyst is O.